This data is from Full USPTO retrosynthesis dataset with 1.9M reactions from patents (1976-2016). The task is: Predict the reactants needed to synthesize the given product. (1) Given the product [CH2:16]([N:10]1[C:9](=[O:23])[C:8]2[C:7]([C:24]3[CH:25]=[N:26][CH:27]=[CH:28][CH:29]=3)=[N:6][C:5]([C:3]([NH:30][CH2:31][CH2:32][C:33]([OH:35])=[O:34])=[O:4])=[C:14]([OH:15])[C:13]=2[CH:12]=[CH:11]1)[C:17]1[CH:22]=[CH:21][CH:20]=[CH:19][CH:18]=1, predict the reactants needed to synthesize it. The reactants are: CO[C:3]([C:5]1[N:6]=[C:7]([C:24]2[CH:25]=[N:26][CH:27]=[CH:28][CH:29]=2)[C:8]2[C:9](=[O:23])[N:10]([CH2:16][C:17]3[CH:22]=[CH:21][CH:20]=[CH:19][CH:18]=3)[CH:11]=[CH:12][C:13]=2[C:14]=1[OH:15])=[O:4].[NH2:30][CH2:31][CH2:32][C:33]([OH:35])=[O:34].C[O-].[Na+]. (2) Given the product [CH2:39]([O:41][C:42]([C:44]1[S:48][CH:47]=[N:46][C:45]=1[N:49]1[C:8](=[O:7])[NH:9][C:10]([CH:11]([C:25]2[CH:26]=[N:27][C:28]([O:34][CH3:35])=[C:29]([O:31][CH2:32][CH3:33])[CH:30]=2)[NH:12][C:13]2[CH:14]=[CH:15][C:16]([C:19]3[N:23]=[C:22]([CH3:24])[O:21][N:20]=3)=[CH:17][CH:18]=2)=[N:50]1)=[O:43])[CH3:40], predict the reactants needed to synthesize it. The reactants are: CN(C=O)C.C[O:7][C:8](=O)[N:9]=[C:10](SC)[C:11]([C:25]1[CH:26]=[N:27][C:28]([O:34][CH3:35])=[C:29]([O:31][CH2:32][CH3:33])[CH:30]=1)=[N:12][C:13]1[CH:18]=[CH:17][C:16]([C:19]2[N:23]=[C:22]([CH3:24])[O:21][N:20]=2)=[CH:15][CH:14]=1.[CH2:39]([O:41][C:42]([C:44]1[S:48][CH:47]=[N:46][C:45]=1[NH:49][NH2:50])=[O:43])[CH3:40]. (3) Given the product [Cl:1][C:2]1[CH:10]=[CH:9][C:8]2[N:7](/[CH:11]=[C:12](/[C:15]3[CH:20]=[N:19][CH:18]=[CH:17][N:16]=3)\[CH3:13])[C:6]3[CH2:21][CH2:22][N:23]([CH3:25])[CH2:24][C:5]=3[C:4]=2[CH:3]=1, predict the reactants needed to synthesize it. The reactants are: [Cl:1][C:2]1[CH:10]=[CH:9][C:8]2[N:7]([CH2:11][C:12]([C:15]3[CH:20]=[N:19][CH:18]=[CH:17][N:16]=3)(O)[CH3:13])[C:6]3[CH2:21][CH2:22][N:23]([CH3:25])[CH2:24][C:5]=3[C:4]=2[CH:3]=1.S(Cl)(Cl)=O.[OH-].[K+]. (4) Given the product [C:1]([C@@H:5]1[O:9][C:8](=[O:10])[C@@:7]([C:18]2[CH:23]=[CH:22][CH:21]=[C:20]([Cl:24])[CH:19]=2)([CH2:11][CH2:12][CH2:13][CH2:14][CH2:15][CH2:16][CH3:17])[O:6]1)([CH3:2])([CH3:3])[CH3:4], predict the reactants needed to synthesize it. The reactants are: [C:1]([C@H:5]1[O:9][C:8](=[O:10])[C@:7]([C:18]2[CH:23]=[CH:22][CH:21]=[C:20]([Cl:24])[CH:19]=2)([CH2:11][CH2:12][CH2:13][CH2:14][CH2:15][CH2:16][CH3:17])[O:6]1)([CH3:4])([CH3:3])[CH3:2].C([C@@H]1OC(=O)[C@@H](C2C=CC=C(Cl)C=2)O1)(C)(C)C. (5) Given the product [CH3:29][N:32]([CH3:33])[CH2:39][CH:38]([CH3:40])[O:41][C:10]1[CH:9]=[CH:8][CH:7]=[C:6]2[C:11]=1[C:2]([NH:18][C:17]1[CH:19]=[CH:20][C:21]([O:22][C:23]3[CH:24]=[CH:25][CH:26]=[CH:27][CH:28]=3)=[C:15]([O:14][CH3:13])[CH:16]=1)=[N:3][CH:4]=[N:5]2, predict the reactants needed to synthesize it. The reactants are: Cl[C:2]1[C:11]2[C:6](=[CH:7][CH:8]=[CH:9][C:10]=2F)[N:5]=[CH:4][N:3]=1.[CH3:13][O:14][C:15]1[CH:16]=[C:17]([CH:19]=[CH:20][C:21]=1[O:22][C:23]1[CH:28]=[CH:27][CH:26]=[CH:25][CH:24]=1)[NH2:18].[CH:29]([N:32](C(C)C)[CH2:33]C)(C)C.[CH:38]([OH:41])([CH3:40])[CH3:39]. (6) Given the product [C:51]([O:50][C@@H:45]([C:12]1[C:13]([CH3:44])=[C:14]([CH3:43])[C:15]2=[N:19][C:18]3=[CH:17][N:16]2[C:11]=1[N:8]1[CH2:9][CH2:10][C:5]([CH3:55])([O:4][CH2:1][CH2:2][CH2:41][CH2:40][C@H:38]([CH3:39])[O:37][C:27]2[CH:28]=[CH:29][C:30]([O:32][C:33]([F:34])([F:35])[F:36])=[CH:31][C:26]=2[C:22]2[CH:21]=[C:20]3[CH:25]=[CH:24][CH:23]=2)[CH2:6][CH2:7]1)[C:46]([O:48][CH3:49])=[O:47])([CH3:52])([CH3:53])[CH3:54], predict the reactants needed to synthesize it. The reactants are: [CH2:1]([O:4][C:5]1([CH3:55])[CH2:10][CH2:9][N:8]([C:11]2[N:16]3[CH:17]=[C:18]([C:20]4[CH:21]=[C:22]([C:26]5[CH:31]=[C:30]([O:32][C:33]([F:36])([F:35])[F:34])[CH:29]=[CH:28][C:27]=5[O:37][C@H:38]([CH2:40][CH:41]=C)[CH3:39])[CH:23]=[CH:24][CH:25]=4)[N:19]=[C:15]3[C:14]([CH3:43])=[C:13]([CH3:44])[C:12]=2[C@H:45]([O:50][C:51]([CH3:54])([CH3:53])[CH3:52])[C:46]([O:48][CH3:49])=[O:47])[CH2:7][CH2:6]1)[CH:2]=C.O.[BH4-].C([N+](CCCC)(CCCC)CCCC)CCC. (7) Given the product [Br:18][CH:3]([CH:2]([CH3:17])[CH3:1])[C:4]([C:6]1[C:15]2[C:10](=[CH:11][CH:12]=[CH:13][CH:14]=2)[C:9]([F:16])=[CH:8][CH:7]=1)=[O:5], predict the reactants needed to synthesize it. The reactants are: [CH3:1][CH:2]([CH3:17])[CH2:3][C:4]([C:6]1[C:15]2[C:10](=[CH:11][CH:12]=[CH:13][CH:14]=2)[C:9]([F:16])=[CH:8][CH:7]=1)=[O:5].[Br-:18].[Br-].[Br-].C1([N+](C)(C)C)C=CC=CC=1.C1([N+](C)(C)C)C=CC=CC=1.C1([N+](C)(C)C)C=CC=CC=1.